Predict the reactants needed to synthesize the given product. From a dataset of Full USPTO retrosynthesis dataset with 1.9M reactions from patents (1976-2016). (1) The reactants are: [CH3:1][O:2][C:3]1[C:4]([O:29][C:30]2[CH:35]=[CH:34][CH:33]=[C:32]([C:36]([F:39])([F:38])[F:37])[CH:31]=2)=[C:5]2[C:10](=[C:11]([NH:13][CH2:14][CH2:15][CH2:16][N:17]3C(=O)C4=CC=CC=C4C3=O)[CH:12]=1)[N:9]=[CH:8][CH:7]=[C:6]2[CH3:28]. Given the product [CH3:1][O:2][C:3]1[C:4]([O:29][C:30]2[CH:35]=[CH:34][CH:33]=[C:32]([C:36]([F:37])([F:39])[F:38])[CH:31]=2)=[C:5]2[C:10](=[C:11]([NH:13][CH2:14][CH2:15][CH2:16][NH2:17])[CH:12]=1)[N:9]=[CH:8][CH:7]=[C:6]2[CH3:28], predict the reactants needed to synthesize it. (2) Given the product [O:17]1[CH2:18][CH2:19][C:14]2([C:9]3[C:10](=[CH:11][CH:12]=[CH:13][CH:8]=3)[NH:21][CH2:20]2)[CH2:15][CH2:16]1, predict the reactants needed to synthesize it. The reactants are: [H-].[H-].[H-].[H-].[Li+].[Al+3].F[C:8]1[CH:13]=[CH:12][CH:11]=[CH:10][C:9]=1[C:14]1([C:20]#[N:21])[CH2:19][CH2:18][O:17][CH2:16][CH2:15]1.[C@H](O)(C([O-])=O)[C@@H](O)C([O-])=O.[Na+].[K+]. (3) Given the product [C:46]([O:45][C:44](=[O:50])[NH:43][C:40]1[CH:39]=[CH:38][C:37]([C:2]2[N:7]3[CH:8]=[C:9](/[CH:11]=[CH:12]/[C:13]4[CH:22]=[CH:21][C:20]5[C:15](=[CH:16][CH:17]=[CH:18][CH:19]=5)[N:14]=4)[N:10]=[C:6]3[C:5]([N:23]3[CH2:28][CH2:27][O:26][CH2:25][CH2:24]3)=[N:4][CH:3]=2)=[CH:42][N:41]=1)([CH3:49])([CH3:47])[CH3:48], predict the reactants needed to synthesize it. The reactants are: Br[C:2]1[N:7]2[CH:8]=[C:9](/[CH:11]=[CH:12]/[C:13]3[CH:22]=[CH:21][C:20]4[C:15](=[CH:16][CH:17]=[CH:18][CH:19]=4)[N:14]=3)[N:10]=[C:6]2[C:5]([N:23]2[CH2:28][CH2:27][O:26][CH2:25][CH2:24]2)=[N:4][CH:3]=1.CC1(C)C(C)(C)OB([C:37]2[CH:38]=[CH:39][C:40]([NH:43][C:44](=[O:50])[O:45][C:46]([CH3:49])([CH3:48])[CH3:47])=[N:41][CH:42]=2)O1. (4) The reactants are: [CH3:1][O:2][C:3]1[N:8]=[CH:7][C:6]([CH2:9][NH:10][C:11]2[CH:30]=[CH:29][CH:28]=[CH:27][C:12]=2[C:13]([NH:15][C:16]2[CH:21]=[CH:20][C:19](Br)=[C:18]([C:23]([F:26])([F:25])[F:24])[CH:17]=2)=[O:14])=[CH:5][CH:4]=1.[CH2:31]([Sn](CCCC)(CCCC)C#CC)[CH2:32][CH2:33]C.[OH-].[Na+]. Given the product [CH3:1][O:2][C:3]1[N:8]=[CH:7][C:6]([CH2:9][NH:10][C:11]2[CH:30]=[CH:29][CH:28]=[CH:27][C:12]=2[C:13]([NH:15][C:16]2[CH:21]=[CH:20][C:19]([C:31]#[C:32][CH3:33])=[C:18]([C:23]([F:26])([F:25])[F:24])[CH:17]=2)=[O:14])=[CH:5][CH:4]=1, predict the reactants needed to synthesize it.